From a dataset of Forward reaction prediction with 1.9M reactions from USPTO patents (1976-2016). Predict the product of the given reaction. (1) Given the reactants C=O.[CH3:3][C:4]1[C:5]([CH2:23][CH2:24][C:25]2[CH:30]=[CH:29][CH:28]=[CH:27][C:26]=2[CH2:31][C:32]([NH2:34])=[O:33])=[N:6][C:7]([NH:10][C:11]2[CH:12]=[N:13][C:14]([CH:17]3[CH2:22][CH2:21][NH:20][CH2:19][CH2:18]3)=[CH:15][CH:16]=2)=[N:8][CH:9]=1.[C:35](O[BH-](OC(=O)C)OC(=O)C)(=O)C.[Na+], predict the reaction product. The product is: [CH3:3][C:4]1[C:5]([CH2:23][CH2:24][C:25]2[CH:30]=[CH:29][CH:28]=[CH:27][C:26]=2[CH2:31][C:32]([NH2:34])=[O:33])=[N:6][C:7]([NH:10][C:11]2[CH:12]=[N:13][C:14]([CH:17]3[CH2:22][CH2:21][N:20]([CH3:35])[CH2:19][CH2:18]3)=[CH:15][CH:16]=2)=[N:8][CH:9]=1. (2) Given the reactants [NH:1]1[C:9]2[C:4](=[CH:5][C:6]([C:10]([OH:12])=O)=[CH:7][CH:8]=2)[CH:3]=[CH:2]1.[CH2:13]1[C@H:22]2[C@H:17]([CH2:18][CH2:19][C:20]3[CH:26]=[CH:25][CH:24]=[CH:23][C:21]=32)[NH:16][CH2:15][CH2:14]1.F[P-](F)(F)(F)(F)F.N1(OC(N(C)C)=[N+](C)C)C2N=CC=CC=2N=N1, predict the reaction product. The product is: [CH2:13]1[C@H:22]2[C@H:17]([CH2:18][CH2:19][C:20]3[CH:26]=[CH:25][CH:24]=[CH:23][C:21]=32)[N:16]([C:10]([C:6]2[CH:5]=[C:4]3[C:9](=[CH:8][CH:7]=2)[NH:1][CH:2]=[CH:3]3)=[O:12])[CH2:15][CH2:14]1. (3) Given the reactants [CH3:1][C:2]1[C:10]2[C:9]([CH2:11][N:12]3[C:16]4[CH:17]=[CH:18][CH:19]=[CH:20][C:15]=4[N:14]([CH:21]([CH2:35][CH2:36][CH3:37])[CH2:22][C:23]([NH:25][S:26]([C:29]4[CH:34]=[CH:33][CH:32]=[CH:31][CH:30]=4)(=[O:28])=[O:27])=[O:24])[C:13]3=[O:38])=[CH:8][S:7][C:6]=2[CH:5]=[CH:4][CH:3]=1.IC.[C:41](=O)([O-])[O-].[Cs+].[Cs+].[NH4+].[Cl-], predict the reaction product. The product is: [CH3:41][N:25]([C:23](=[O:24])[CH2:22][CH:21]([N:14]1[C:15]2[CH:20]=[CH:19][CH:18]=[CH:17][C:16]=2[N:12]([CH2:11][C:9]2[C:10]3[C:2]([CH3:1])=[CH:3][CH:4]=[CH:5][C:6]=3[S:7][CH:8]=2)[C:13]1=[O:38])[CH2:35][CH2:36][CH3:37])[S:26]([C:29]1[CH:34]=[CH:33][CH:32]=[CH:31][CH:30]=1)(=[O:28])=[O:27]. (4) Given the reactants [CH:1]1([CH2:6][C@@H:7]([C:12]([N:14]2[CH:18]([C:19]([N:21]3[CH2:26][CH2:25][O:24][CH2:23][CH2:22]3)=[O:20])[CH2:17][CH:16]=[N:15]2)=[O:13])[CH2:8][C:9](O)=[O:10])[CH2:5][CH2:4][CH2:3][CH2:2]1.[C:27]1([CH2:33][O:34][NH2:35])[CH:32]=[CH:31][CH:30]=[CH:29][CH:28]=1.CN1CCOCC1.N1C2C(=NC=CC=2)N(O)N=1.Cl.CN(C)CCCN=C=NCC, predict the reaction product. The product is: [CH:1]1([CH2:6][C@@H:7]([C:12]([N:14]2[C@H:18]([C:19]([N:21]3[CH2:26][CH2:25][O:24][CH2:23][CH2:22]3)=[O:20])[CH2:17][CH:16]=[N:15]2)=[O:13])[CH2:8][C:9]([NH:35][O:34][CH2:33][C:27]2[CH:32]=[CH:31][CH:30]=[CH:29][CH:28]=2)=[O:10])[CH2:5][CH2:4][CH2:3][CH2:2]1.